From a dataset of NCI-60 drug combinations with 297,098 pairs across 59 cell lines. Regression. Given two drug SMILES strings and cell line genomic features, predict the synergy score measuring deviation from expected non-interaction effect. (1) Drug 1: CC1C(C(=O)NC(C(=O)N2CCCC2C(=O)N(CC(=O)N(C(C(=O)O1)C(C)C)C)C)C(C)C)NC(=O)C3=C4C(=C(C=C3)C)OC5=C(C(=O)C(=C(C5=N4)C(=O)NC6C(OC(=O)C(N(C(=O)CN(C(=O)C7CCCN7C(=O)C(NC6=O)C(C)C)C)C)C(C)C)C)N)C. Drug 2: CN(CC1=CN=C2C(=N1)C(=NC(=N2)N)N)C3=CC=C(C=C3)C(=O)NC(CCC(=O)O)C(=O)O. Cell line: HCT-15. Synergy scores: CSS=60.1, Synergy_ZIP=-0.803, Synergy_Bliss=-2.41, Synergy_Loewe=-23.3, Synergy_HSA=-1.79. (2) Drug 1: C1CN1P(=S)(N2CC2)N3CC3. Cell line: NCI-H322M. Synergy scores: CSS=-6.85, Synergy_ZIP=8.36, Synergy_Bliss=-1.93, Synergy_Loewe=-8.09, Synergy_HSA=-7.69. Drug 2: C1=CC=C(C(=C1)C(C2=CC=C(C=C2)Cl)C(Cl)Cl)Cl. (3) Drug 1: C1=CN(C=N1)CC(O)(P(=O)(O)O)P(=O)(O)O. Drug 2: CCC1(C2=C(COC1=O)C(=O)N3CC4=CC5=C(C=CC(=C5CN(C)C)O)N=C4C3=C2)O.Cl. Cell line: NCI-H522. Synergy scores: CSS=25.9, Synergy_ZIP=-4.44, Synergy_Bliss=-0.952, Synergy_Loewe=-7.31, Synergy_HSA=1.43.